Dataset: Full USPTO retrosynthesis dataset with 1.9M reactions from patents (1976-2016). Task: Predict the reactants needed to synthesize the given product. (1) Given the product [C:26]([NH:30][S:31]([C:34]1[S:35][C:36]([C:2]2[CH:7]=[C:6]([C:8]3[N:13]=[C:12]([C:14]4[CH:19]=[CH:18][C:17]([Cl:20])=[C:16]([Cl:21])[CH:15]=4)[CH:11]=[C:10]([C:22]([F:23])([F:25])[F:24])[N:9]=3)[CH:5]=[CH:4][N:3]=2)=[CH:37][CH:38]=1)(=[O:32])=[O:33])([CH3:29])([CH3:27])[CH3:28], predict the reactants needed to synthesize it. The reactants are: Cl[C:2]1[CH:7]=[C:6]([C:8]2[N:13]=[C:12]([C:14]3[CH:19]=[CH:18][C:17]([Cl:20])=[C:16]([Cl:21])[CH:15]=3)[CH:11]=[C:10]([C:22]([F:25])([F:24])[F:23])[N:9]=2)[CH:5]=[CH:4][N:3]=1.[C:26]([NH:30][S:31]([C:34]1[S:35][C:36](B2OC(C)(C)C(C)(C)O2)=[CH:37][CH:38]=1)(=[O:33])=[O:32])([CH3:29])([CH3:28])[CH3:27]. (2) Given the product [CH2:32]([O:31][C:29](=[O:30])[NH:18][CH2:17][CH:14]1[CH2:13][C:12]2[CH:11]=[CH:10][CH:9]=[C:8]([C:3]3[CH:4]=[CH:5][CH:6]=[CH:7][C:2]=3[F:1])[C:16]=2[O:15]1)[C:33]1[CH:38]=[CH:37][CH:36]=[CH:35][CH:34]=1, predict the reactants needed to synthesize it. The reactants are: [F:1][C:2]1[CH:7]=[CH:6][CH:5]=[CH:4][C:3]=1[C:8]1[C:16]2[O:15][CH:14]([CH2:17][NH2:18])[CH2:13][C:12]=2[CH:11]=[CH:10][CH:9]=1.C(N(C(C)C)CC)(C)C.Cl[C:29]([O:31][CH2:32][C:33]1[CH:38]=[CH:37][CH:36]=[CH:35][CH:34]=1)=[O:30].C1(C2C3OC(CNC(=O)OCC4C=CC=CC=4)CC=3C=CC=2)CCCC1. (3) Given the product [Cl:4][C:5]1[CH:10]=[CH:9][C:8]([S:11]([C:14]2[CH:15]=[CH:16][C:17]([NH:20][C:21]([NH:2][NH2:3])=[S:22])=[CH:18][CH:19]=2)(=[O:13])=[O:12])=[CH:7][C:6]=1[C:23]([F:25])([F:26])[F:24], predict the reactants needed to synthesize it. The reactants are: O.[NH2:2][NH2:3].[Cl:4][C:5]1[CH:10]=[CH:9][C:8]([S:11]([C:14]2[CH:19]=[CH:18][C:17]([N:20]=[C:21]=[S:22])=[CH:16][CH:15]=2)(=[O:13])=[O:12])=[CH:7][C:6]=1[C:23]([F:26])([F:25])[F:24]. (4) Given the product [C:27]([OH:30])([C:11]([F:14])([F:13])[F:12])=[O:28].[CH3:15][O:16][C:17]1[N:22]=[C:21]([CH3:23])[C:20]([C:2]2[CH:10]=[C:9]([C:11]([F:14])([F:13])[F:12])[CH:8]=[C:7]3[C:3]=2[CH:4]=[N:5][NH:6]3)=[CH:19][CH:18]=1, predict the reactants needed to synthesize it. The reactants are: Br[C:2]1[CH:10]=[C:9]([C:11]([F:14])([F:13])[F:12])[CH:8]=[C:7]2[C:3]=1[CH:4]=[N:5][NH:6]2.[CH3:15][O:16][C:17]1[N:22]=[C:21]([CH3:23])[C:20](B(O)O)=[CH:19][CH:18]=1.[C:27]([O-:30])(O)=[O:28].[Na+]. (5) Given the product [CH3:8][C:6]1[CH:5]=[C:4]([NH:9][C:10]2[N:15]=[C:14]([C:16]([F:19])([F:18])[F:17])[CH:13]=[CH:12][N:11]=2)[CH:3]=[C:2]([B:23]2[O:24][C:25]([CH3:27])([CH3:26])[C:21]([CH3:37])([CH3:20])[O:22]2)[CH:7]=1, predict the reactants needed to synthesize it. The reactants are: Br[C:2]1[CH:3]=[C:4]([NH:9][C:10]2[N:15]=[C:14]([C:16]([F:19])([F:18])[F:17])[CH:13]=[CH:12][N:11]=2)[CH:5]=[C:6]([CH3:8])[CH:7]=1.[CH3:20][C:21]1([CH3:37])[C:25]([CH3:27])([CH3:26])[O:24][B:23]([B:23]2[O:24][C:25]([CH3:27])([CH3:26])[C:21]([CH3:37])([CH3:20])[O:22]2)[O:22]1.CC([O-])=O.[K+].